Dataset: Forward reaction prediction with 1.9M reactions from USPTO patents (1976-2016). Task: Predict the product of the given reaction. (1) Given the reactants [Cl:1][C:2]1[CH:7]=[C:6]([Cl:8])[N:5]=[C:4]([NH:9][C:10](=O)C(F)(F)F)[N:3]=1.C(=O)([O-])[O-].[K+].[K+].IC, predict the reaction product. The product is: [Cl:1][C:2]1[CH:7]=[C:6]([Cl:8])[N:5]=[C:4]([NH:9][CH3:10])[N:3]=1. (2) Given the reactants [Br:1][C:2]1[C:11]([C@H:12]([O:18][C:19]([CH3:22])([CH3:21])[CH3:20])[C:13]([O:15][CH2:16][CH3:17])=[O:14])=[C:10]([CH3:23])[CH:9]=[C:8]2[C:3]=1[CH:4]=[CH:5][C:6]([CH3:24])=[N:7]2.ClC1C=C(C=CC=1)C(OO)=[O:30], predict the reaction product. The product is: [Br:1][C:2]1[C:11]([C@H:12]([O:18][C:19]([CH3:20])([CH3:22])[CH3:21])[C:13]([O:15][CH2:16][CH3:17])=[O:14])=[C:10]([CH3:23])[CH:9]=[C:8]2[C:3]=1[CH:4]=[CH:5][C:6]([CH3:24])=[N+:7]2[O-:30]. (3) Given the reactants [C:1](=[O:4])([O-:3])[O-:2].[NH4+:5].[NH4+].[C:7]([O-:14])(=[O:13])[CH2:8][CH2:9][C:10]([O-:12])=[O:11].[Mg+2:15], predict the reaction product. The product is: [C:7]([O-:14])(=[O:13])[CH2:8][CH2:9][C:10]([O-:12])=[O:11].[NH4+:5].[NH4+:5].[C:1](=[O:2])([O-:4])[O-:3].[Mg+2:15].[C:1](=[O:2])([O-:4])[O-:3].[NH4+:5].[NH4+:5]. (4) The product is: [CH3:18][O:19][C:20]1[CH:29]=[C:28]([O:30][CH3:31])[CH:27]=[CH:26][C:21]=1[CH2:22][NH:23][C:24]([NH:6][C@H:5]([C:4]([O:3][CH3:2])=[O:10])[CH:7]([CH3:9])[CH3:8])=[O:25]. Given the reactants Cl.[CH3:2][O:3][C:4](=[O:10])[C@H:5]([CH:7]([CH3:9])[CH3:8])[NH2:6].C(N(CC)CC)C.[CH3:18][O:19][C:20]1[CH:29]=[C:28]([O:30][CH3:31])[CH:27]=[CH:26][C:21]=1[CH2:22][N:23]=[C:24]=[O:25], predict the reaction product. (5) Given the reactants [F:1][C:2]1[CH:40]=[C:39]([NH:41][C:42](=[O:56])[CH2:43][C:44]2[CH:49]=[CH:48][C:47]([O:50][CH3:51])=[CH:46][C:45]=2[C:52]([F:55])([F:54])[F:53])[CH:38]=[CH:37][C:3]=1[C:4]([N:6]([CH2:32][C:33]([O:35]C)=[O:34])[CH2:7][C:8]1[CH:13]=[CH:12][C:11]([C:14]2[N:18]=[C:17]([C:19]3[CH:24]=[CH:23][C:22]([C:25]4[CH:30]=[CH:29][C:28]([CH3:31])=[CH:27][CH:26]=4)=[CH:21][CH:20]=3)[O:16][N:15]=2)=[CH:10][CH:9]=1)=[O:5].CO.[Li+].[OH-], predict the reaction product. The product is: [F:1][C:2]1[CH:40]=[C:39]([NH:41][C:42](=[O:56])[CH2:43][C:44]2[CH:49]=[CH:48][C:47]([O:50][CH3:51])=[CH:46][C:45]=2[C:52]([F:55])([F:53])[F:54])[CH:38]=[CH:37][C:3]=1[C:4]([N:6]([CH2:32][C:33]([OH:35])=[O:34])[CH2:7][C:8]1[CH:13]=[CH:12][C:11]([C:14]2[N:18]=[C:17]([C:19]3[CH:20]=[CH:21][C:22]([C:25]4[CH:26]=[CH:27][C:28]([CH3:31])=[CH:29][CH:30]=4)=[CH:23][CH:24]=3)[O:16][N:15]=2)=[CH:10][CH:9]=1)=[O:5]. (6) Given the reactants [C:1]([C:4]1[C:9](=[O:10])[CH:8]=[C:7]([OH:11])[NH:6][C:5]=1[CH3:12])(=[O:3])[CH3:2].[CH3:13][O:14][C:15]([CH2:17][O:18][C:19]1[CH:20]=[C:21]([CH:24]=[CH:25][CH:26]=1)[CH:22]=O)=[O:16].N1CCCCC1.O, predict the reaction product. The product is: [OH:11][C:7]1[NH:6][C:5]([CH3:12])=[C:4]([C:1](=[O:3])[CH:2]=[CH:22][C:21]2[CH:24]=[CH:25][CH:26]=[C:19]([O:18][CH2:17][C:15]([O:14][CH3:13])=[O:16])[CH:20]=2)[C:9](=[O:10])[CH:8]=1. (7) Given the reactants [NH2:1][C:2]1[C:7](Br)=[CH:6][N:5]=[C:4]([Cl:9])[CH:3]=1.[CH3:10][O:11][C:12]1[CH:17]=[C:16](B(O)O)[CH:15]=[CH:14][N:13]=1.C(=O)([O-])[O-].[Na+].[Na+], predict the reaction product. The product is: [Cl:9][C:4]1[N:5]=[CH:6][C:7]([C:16]2[CH:15]=[CH:14][N:13]=[C:12]([O:11][CH3:10])[CH:17]=2)=[C:2]([NH2:1])[CH:3]=1.